Dataset: Reaction yield outcomes from USPTO patents with 853,638 reactions. Task: Predict the reaction yield, written as a fraction of the theoretical maximum amount of product (1.0 means a 100% yield; for example, 0.34 means a 34% yield). (1) The reactants are Br[C:2]1[CH:7]=[CH:6][C:5]([O:8][C:9]2[CH:14]=[CH:13][C:12]([Cl:15])=[CH:11][N:10]=2)=[CH:4][N:3]=1.[Li]CCCC.[F:21][C:22]1[CH:27]=[C:26]([F:28])[CH:25]=[CH:24][C:23]=1[CH2:29][CH2:30][C:31](N(OC)C)=[O:32]. The catalyst is CCOCC. The product is [Cl:15][C:12]1[CH:13]=[CH:14][C:9]([O:8][C:5]2[CH:6]=[CH:7][C:2]([C:31](=[O:32])[CH2:30][CH2:29][C:23]3[CH:24]=[CH:25][C:26]([F:28])=[CH:27][C:22]=3[F:21])=[N:3][CH:4]=2)=[N:10][CH:11]=1. The yield is 0.310. (2) The reactants are [CH3:1][N:2](C)/[CH:3]=[CH:4]/[C:5](=O)[C:6]([F:9])([F:8])[F:7].[CH2:12]([C:19]1[NH:23][N:22]=C(N)[C:20]=1[C:25]1[CH:30]=[CH:29][CH:28]=[C:27]([O:31][CH3:32])[CH:26]=1)[C:13]1[CH:18]=[CH:17][CH:16]=[CH:15][CH:14]=1.O. The catalyst is CC(O)=O. The product is [CH2:12]([C:19]1[C:20]([C:25]2[CH:30]=[CH:29][CH:28]=[C:27]([O:31][CH3:32])[CH:26]=2)=[C:1]2[N:2]=[CH:3][CH:4]=[C:5]([C:6]([F:9])([F:8])[F:7])[N:22]2[N:23]=1)[C:13]1[CH:14]=[CH:15][CH:16]=[CH:17][CH:18]=1. The yield is 0.490. (3) The catalyst is CC(N(C)C)=O. The product is [CH2:1]([N:23]1[C:19]2[C:18]3[CH:17]=[CH:16][CH:15]=[CH:14][C:13]=3[N:12]=[C:7]([NH2:9])[C:20]=2[N:21]=[CH:22]1)[CH:2]([CH3:5])[CH3:3]. The yield is 0.390. The reactants are [CH3:1][C:2]([CH3:5])([O-])[CH3:3].[K+].[CH:7]([NH2:9])=O.ClC1[C:20]2[N:21]=[CH:22][NH:23][C:19]=2[C:18]2[CH:17]=[CH:16][CH:15]=[CH:14][C:13]=2[N:12]=1. (4) The reactants are [N+:1]([C:4]1[CH:25]=[CH:24][C:7]([CH2:8][O:9][C:10]([C:12]2[N:13]=[C:14]([N:17]3[CH2:22][CH2:21][CH:20]([OH:23])[CH2:19][CH2:18]3)[S:15][CH:16]=2)=[O:11])=[CH:6][CH:5]=1)([O-:3])=[O:2].[CH3:26][S:27](Cl)(=[O:29])=[O:28].C(N(CC)CC)C. The catalyst is C(Cl)Cl. The product is [CH3:26][S:27]([O:23][CH:20]1[CH2:21][CH2:22][N:17]([C:14]2[S:15][CH:16]=[C:12]([C:10]([O:9][CH2:8][C:7]3[CH:24]=[CH:25][C:4]([N+:1]([O-:3])=[O:2])=[CH:5][CH:6]=3)=[O:11])[N:13]=2)[CH2:18][CH2:19]1)(=[O:29])=[O:28]. The yield is 0.960. (5) The reactants are [Cl:1][C:2]1[C:3]([NH:12][C:13]2[CH:17]=[C:16]([O:18][CH:19]([CH3:21])[CH3:20])[NH:15][N:14]=2)=[N:4][C:5](Cl)=[C:6]([N+:8]([O-:10])=[O:9])[CH:7]=1.[F:22][C:23]1[CH:28]=[CH:27][C:26]([C@@H:29]([NH2:31])[CH3:30])=[CH:25][CH:24]=1.CCN(C(C)C)C(C)C. The catalyst is CCCCO. The product is [Cl:1][C:2]1[C:3]([NH:12][C:13]2[CH:17]=[C:16]([O:18][CH:19]([CH3:21])[CH3:20])[NH:15][N:14]=2)=[N:4][C:5]([NH:31][C@H:29]([C:26]2[CH:27]=[CH:28][C:23]([F:22])=[CH:24][CH:25]=2)[CH3:30])=[C:6]([N+:8]([O-:10])=[O:9])[CH:7]=1. The yield is 0.980. (6) The reactants are [Br:1][C:2]1[N:6]2[C:7](=[O:13])[CH:8]=[C:9]([CH2:11]Cl)[N:10]=[C:5]2[S:4][C:3]=1[CH3:14].P([O-])([O-])([O-])=O.[K+].[K+].[K+].[C:23]([C:25]1[C:26]([F:34])=[C:27](B(O)O)[CH:28]=[CH:29][CH:30]=1)#[N:24].O1CCOCC1. The catalyst is [Cl-].[Na+].O.C1C=CC([P]([Pd]([P](C2C=CC=CC=2)(C2C=CC=CC=2)C2C=CC=CC=2)([P](C2C=CC=CC=2)(C2C=CC=CC=2)C2C=CC=CC=2)[P](C2C=CC=CC=2)(C2C=CC=CC=2)C2C=CC=CC=2)(C2C=CC=CC=2)C2C=CC=CC=2)=CC=1.O. The product is [Br:1][C:2]1[N:6]2[C:7](=[O:13])[CH:8]=[C:9]([CH2:11][C:27]3[C:26]([F:34])=[C:25]([CH:30]=[CH:29][CH:28]=3)[C:23]#[N:24])[N:10]=[C:5]2[S:4][C:3]=1[CH3:14]. The yield is 0.110. (7) The reactants are Cl[C:2]1[N:7]=[C:6]([NH:8][CH3:9])[N:5]=[C:4]([NH:10][CH2:11][C:12]#[CH:13])[N:3]=1.[CH:14]1([NH2:17])[CH2:16][CH2:15]1.C([O-])(O)=O.[Na+]. The catalyst is O1CCOCC1. The product is [CH:14]1([NH:17][C:2]2[N:7]=[C:6]([NH:8][CH3:9])[N:5]=[C:4]([NH:10][CH2:11][C:12]#[CH:13])[N:3]=2)[CH2:16][CH2:15]1. The yield is 0.860. (8) The reactants are [CH3:1][O:2][C:3](=[O:18])[C:4]1[CH:9]=[C:8]([Cl:10])[C:7]([O:11][CH3:12])=[CH:6][C:5]=1[O:13][CH2:14][CH2:15][CH2:16]Br.C([O-])([O-])=O.[K+].[K+].[F:25][C:26]1[CH:41]=[CH:40][C:29]([CH2:30][C:31]2([OH:39])[CH2:36][CH2:35][NH:34][CH2:33][C:32]2([CH3:38])[CH3:37])=[CH:28][CH:27]=1. The catalyst is CN(C=O)C.O. The product is [CH3:1][O:2][C:3](=[O:18])[C:4]1[CH:9]=[C:8]([Cl:10])[C:7]([O:11][CH3:12])=[CH:6][C:5]=1[O:13][CH2:14][CH2:15][CH2:16][N:34]1[CH2:35][CH2:36][C:31]([CH2:30][C:29]2[CH:28]=[CH:27][C:26]([F:25])=[CH:41][CH:40]=2)([OH:39])[C:32]([CH3:38])([CH3:37])[CH2:33]1. The yield is 0.927.